This data is from Full USPTO retrosynthesis dataset with 1.9M reactions from patents (1976-2016). The task is: Predict the reactants needed to synthesize the given product. (1) Given the product [N:4]1([CH2:7][CH2:8][CH2:9][O:10][C:11]2[CH:12]=[C:13]([NH:17][C:35]([C:25]34[CH2:34][CH:29]5[CH2:28][CH:27]([CH2:33][CH:31]([CH2:30]5)[CH2:32]3)[CH2:26]4)=[O:36])[CH:14]=[CH:15][CH:16]=2)[CH2:3][CH2:2][O:1][CH2:6][CH2:5]1, predict the reactants needed to synthesize it. The reactants are: [O:1]1[CH2:6][CH2:5][N:4]([CH2:7][CH2:8][CH2:9][O:10][C:11]2[CH:12]=[C:13]([NH2:17])[CH:14]=[CH:15][CH:16]=2)[CH2:3][CH2:2]1.C(N(CC)CC)C.[C:25]12([C:35](Cl)=[O:36])[CH2:34][CH:29]3[CH2:30][CH:31]([CH2:33][CH:27]([CH2:28]3)[CH2:26]1)[CH2:32]2. (2) The reactants are: Br[CH2:2][CH2:3][CH2:4][O:5][C:6]1[CH:11]=[CH:10][C:9]([Cl:12])=[CH:8][C:7]=1[N+:13]([O-:15])=[O:14].[C:16]([O-:19])([O-])=O.[K+].[K+].[Cl:22][C:23]1[CH:35]=[CH:34][C:26]([O:27][CH:28]2[CH2:33][CH2:32][NH:31][CH2:30][CH2:29]2)=[CH:25][CH:24]=1. Given the product [Cl:12][C:9]1[C:10]([O:19][CH3:16])=[CH:11][C:6]([O:5][CH2:4][CH2:3][CH2:2][N:31]2[CH2:30][CH2:29][CH:28]([O:27][C:26]3[CH:34]=[CH:35][C:23]([Cl:22])=[CH:24][CH:25]=3)[CH2:33][CH2:32]2)=[C:7]([N+:13]([O-:15])=[O:14])[CH:8]=1, predict the reactants needed to synthesize it.